From a dataset of Forward reaction prediction with 1.9M reactions from USPTO patents (1976-2016). Predict the product of the given reaction. (1) Given the reactants [Cl:1][C:2]1[CH:7]=[CH:6][C:5]([C:8]2[N:12]([C:13]3[CH:18]=[CH:17][C:16]([Cl:19])=[CH:15][C:14]=3[Cl:20])[N:11]=[C:10]([C:21]([NH2:23])=O)[C:9]=2[CH3:24])=[CH:4][CH:3]=1.P(Cl)(Cl)(Cl)=O, predict the reaction product. The product is: [Cl:1][C:2]1[CH:3]=[CH:4][C:5]([C:8]2[N:12]([C:13]3[CH:18]=[CH:17][C:16]([Cl:19])=[CH:15][C:14]=3[Cl:20])[N:11]=[C:10]([C:21]#[N:23])[C:9]=2[CH3:24])=[CH:6][CH:7]=1. (2) Given the reactants B(Br)(Br)Br.C(OC([N:12]1[CH2:17][CH2:16][C:15]2[N:18]([CH3:37])[C:19]([C:30]3[CH:35]=[CH:34][N:33]=[C:32]([NH2:36])[N:31]=3)=[C:20]([NH:21][C:22]3[CH:27]=[CH:26][CH:25]=[C:24]([O:28]C)[CH:23]=3)[C:14]=2[C:13]1=[O:38])=O)(C)(C)C.O, predict the reaction product. The product is: [NH2:36][C:32]1[N:31]=[C:30]([C:19]2[N:18]([CH3:37])[C:15]3[CH2:16][CH2:17][NH:12][C:13](=[O:38])[C:14]=3[C:20]=2[NH:21][C:22]2[CH:27]=[CH:26][CH:25]=[C:24]([OH:28])[CH:23]=2)[CH:35]=[CH:34][N:33]=1. (3) Given the reactants C(OC([N:8]1[CH2:13][CH2:12][CH2:11][CH:10]([CH2:14][NH:15][C:16]2[CH:21]=[C:20]([NH:22][C:23]3[CH:28]=[N:27][C:26]([C:29]#[N:30])=[CH:25][N:24]=3)[N:19]=[CH:18][C:17]=2[N:31]2[CH:35]=[CH:34][C:33]([C:36]([OH:38])=[O:37])=[CH:32]2)[CH2:9]1)=O)(C)(C)C, predict the reaction product. The product is: [C:29]([C:26]1[N:27]=[CH:28][C:23]([NH:22][C:20]2[N:19]=[CH:18][C:17]([N:31]3[CH:35]=[CH:34][C:33]([C:36]([OH:38])=[O:37])=[CH:32]3)=[C:16]([NH:15][CH2:14][CH:10]3[CH2:11][CH2:12][CH2:13][NH:8][CH2:9]3)[CH:21]=2)=[N:24][CH:25]=1)#[N:30]. (4) Given the reactants [O:1]=[S:2]1(=[O:28])[C:7]2[CH:8]=[CH:9][CH:10]=[CH:11][C:6]=2[NH:5][C:4]([C:12]2[C:17](=[O:18])[N:16]([N:19]=CC(C)C)[C:15]3[CH:24]=[CH:25][S:26][C:14]=3[C:13]=2[OH:27])=[N:3]1.CO.[BH4-].[Li+].Cl, predict the reaction product. The product is: [O:1]=[S:2]1(=[O:28])[C:7]2[CH:8]=[CH:9][CH:10]=[CH:11][C:6]=2[NH:5][C:4]([C:12]2[C:17](=[O:18])[N:16]([NH:19][CH2:14][CH2:13][CH:12]([CH3:17])[CH3:4])[C:15]3[CH:24]=[CH:25][S:26][C:14]=3[C:13]=2[OH:27])=[N:3]1. (5) Given the reactants [F:1][C:2]1[CH:9]=[CH:8][C:5]([C:6]#[N:7])=[C:4](Br)[CH:3]=1.C([O-])(=O)C.[K+].[B:16]1([B:16]2[O:20][C:19]([CH3:22])([CH3:21])[C:18]([CH3:24])([CH3:23])[O:17]2)[O:20][C:19]([CH3:22])([CH3:21])[C:18]([CH3:24])([CH3:23])[O:17]1, predict the reaction product. The product is: [F:1][C:2]1[CH:9]=[CH:8][C:5]([C:6]#[N:7])=[C:4]([B:16]2[O:20][C:19]([CH3:22])([CH3:21])[C:18]([CH3:24])([CH3:23])[O:17]2)[CH:3]=1. (6) Given the reactants [C:1]([O:5][C:6](=[O:26])[NH:7][C:8]1[C:17]2[C:12](=[CH:13][CH:14]=[CH:15][CH:16]=2)[C:11]([O:18][C:19]2[CH:24]=[CH:23][N:22]=[C:21](Cl)[CH:20]=2)=[CH:10][CH:9]=1)([CH3:4])([CH3:3])[CH3:2].[NH2:27][C:28]1[CH:29]=[C:30]([CH:42]=[C:43]([C:45]#[C:46][Si:47]([CH:54]([CH3:56])[CH3:55])([CH:51]([CH3:53])[CH3:52])[CH:48]([CH3:50])[CH3:49])[CH:44]=1)[C:31]([NH:33][CH2:34][CH2:35][N:36]1[CH2:41][CH2:40][O:39][CH2:38][CH2:37]1)=[O:32].C1C=CC(P(C2C(C3C(P(C4C=CC=CC=4)C4C=CC=CC=4)=CC=C4C=3C=CC=C4)=C3C(C=CC=C3)=CC=2)C2C=CC=CC=2)=CC=1.C([O-])([O-])=O.[Cs+].[Cs+], predict the reaction product. The product is: [C:1]([O:5][C:6](=[O:26])[NH:7][C:8]1[C:17]2[C:12](=[CH:13][CH:14]=[CH:15][CH:16]=2)[C:11]([O:18][C:19]2[CH:24]=[CH:23][N:22]=[C:21]([NH:27][C:28]3[CH:44]=[C:43]([C:45]#[C:46][Si:47]([CH:51]([CH3:52])[CH3:53])([CH:48]([CH3:49])[CH3:50])[CH:54]([CH3:55])[CH3:56])[CH:42]=[C:30]([C:31](=[O:32])[NH:33][CH2:34][CH2:35][N:36]4[CH2:37][CH2:38][O:39][CH2:40][CH2:41]4)[CH:29]=3)[CH:20]=2)=[CH:10][CH:9]=1)([CH3:4])([CH3:3])[CH3:2]. (7) Given the reactants [N+:1]([C:4]1[C:13]2[CH2:12][CH2:11][CH2:10][CH2:9][C:8]=2[CH:7]=[CH:6][C:5]=1[NH:14][C:15](=O)C)([O-:3])=[O:2].Cl.[H-].[Na+].IC, predict the reaction product. The product is: [CH3:15][NH:14][C:5]1[CH:6]=[CH:7][C:8]2[CH2:9][CH2:10][CH2:11][CH2:12][C:13]=2[C:4]=1[N+:1]([O-:3])=[O:2].